From a dataset of Reaction yield outcomes from USPTO patents with 853,638 reactions. Predict the reaction yield, written as a fraction of the theoretical maximum amount of product (1.0 means a 100% yield; for example, 0.34 means a 34% yield). The reactants are [O:1]=[C:2]1[C:7]([C:8](=[O:16])[NH:9][C:10]2[CH:15]=[CH:14][N:13]=[CH:12][CH:11]=2)=[CH:6][CH:5]=[CH:4][N:3]1[CH:17]1[C:25]2[CH:24]=[CH:23][CH:22]=[C:21]([C:26](O)=[O:27])[C:20]=2[CH2:19][CH2:18]1.CCN=C=NCCCN(C)C.Cl.C1C=CC2N(O)N=NC=2C=1.CCN(CC)CC.[CH3:58][NH2:59].Cl. The catalyst is C(Cl)Cl.O. The product is [CH3:58][NH:59][C:26]([C:21]1[CH:22]=[CH:23][CH:24]=[C:25]2[C:20]=1[CH2:19][CH2:18][CH:17]2[N:3]1[CH:4]=[CH:5][CH:6]=[C:7]([C:8]([NH:9][C:10]2[CH:15]=[CH:14][N:13]=[CH:12][CH:11]=2)=[O:16])[C:2]1=[O:1])=[O:27]. The yield is 0.390.